From a dataset of Reaction yield outcomes from USPTO patents with 853,638 reactions. Predict the reaction yield, written as a fraction of the theoretical maximum amount of product (1.0 means a 100% yield; for example, 0.34 means a 34% yield). (1) The reactants are [I:1]I.[C:3]([C:7]1[CH:11]=[CH:10][N:9]([C:12]2[CH:17]=[CH:16][C:15]([C:18]([F:21])([F:20])[F:19])=[CH:14][N:13]=2)[N:8]=1)([CH3:6])([CH3:5])[CH3:4]. The catalyst is C(#N)C.[N+]([O-])([O-])=O.[Ce+4].[NH4+].[NH4+].[N+]([O-])([O-])=O.[N+]([O-])([O-])=O.[N+]([O-])([O-])=O.[N+]([O-])([O-])=O.[N+]([O-])([O-])=O. The product is [C:3]([C:7]1[C:11]([I:1])=[CH:10][N:9]([C:12]2[CH:17]=[CH:16][C:15]([C:18]([F:19])([F:20])[F:21])=[CH:14][N:13]=2)[N:8]=1)([CH3:6])([CH3:4])[CH3:5]. The yield is 0.960. (2) The reactants are [Cl:1][C:2]1[CH:27]=[CH:26][CH:25]=[CH:24][C:3]=1[C:4]([NH:6][C:7](=[O:23])[NH:8][C:9]1[S:10][C:11]2[CH:17]=[C:16]([S:18]([CH:21]=[CH2:22])(=[O:20])=[O:19])[CH:15]=[CH:14][C:12]=2[N:13]=1)=[O:5].[CH3:28][O-:29].[Na+]. The catalyst is C1COCC1. The product is [Cl:1][C:2]1[CH:27]=[CH:26][CH:25]=[CH:24][C:3]=1[C:4]([NH:6][C:7](=[O:23])[NH:8][C:9]1[S:10][C:11]2[CH:17]=[C:16]([S:18]([CH2:21][CH2:22][O:29][CH3:28])(=[O:20])=[O:19])[CH:15]=[CH:14][C:12]=2[N:13]=1)=[O:5]. The yield is 0.440. (3) The reactants are C[O:2][C:3](=[O:34])[CH2:4][O:5][C:6]1[CH:14]=[CH:13][CH:12]=[C:11]2[C:7]=1[C:8]([C:29](=[O:33])[C:30]([NH2:32])=[O:31])=[C:9]([CH3:28])[N:10]2[CH2:15][C:16]1[CH:17]=[C:18]([C:22]2[CH:27]=[CH:26][CH:25]=[CH:24][CH:23]=2)[CH:19]=[CH:20][CH:21]=1.CO.[Na]. The catalyst is [OH-].[Na+]. The product is [NH2:32][C:30](=[O:31])[C:29]([C:8]1[C:7]2[C:11](=[CH:12][CH:13]=[CH:14][C:6]=2[O:5][CH2:4][C:3]([OH:34])=[O:2])[N:10]([CH2:15][C:16]2[CH:17]=[C:18]([C:22]3[CH:23]=[CH:24][CH:25]=[CH:26][CH:27]=3)[CH:19]=[CH:20][CH:21]=2)[C:9]=1[CH3:28])=[O:33]. The yield is 0.410. (4) The reactants are [F:1][C:2]1[CH:3]=[CH:4][C:5]([OH:10])=[C:6]([CH:9]=1)[C:7]#[N:8].Cl[C:12]1[CH:17]=[C:16]([CH3:18])[C:15]([N+:19]([O-:21])=[O:20])=[CH:14][N:13]=1.C(=O)([O-])[O-].[K+].[K+].[H][H]. The catalyst is CN(C=O)C.CCOCC.CO.[Pd]. The product is [F:1][C:2]1[CH:3]=[CH:4][C:5]([O:10][C:12]2[CH:17]=[C:16]([CH3:18])[C:15]([N+:19]([O-:21])=[O:20])=[CH:14][N:13]=2)=[C:6]([CH:9]=1)[C:7]#[N:8]. The yield is 0.700. (5) The reactants are [CH2:1]([NH:8][C:9]([C@@H:11]1[C@@H:15]([CH3:16])[O:14]C(C)(C)[O:12]1)=[O:10])[C:2]1[CH:7]=[CH:6][CH:5]=[CH:4][CH:3]=1.Cl.[OH-].[Na+]. The catalyst is C(#N)C. The product is [CH2:1]([NH:8][C:9](=[O:10])[C@@H:11]([OH:12])[C@H:15]([OH:14])[CH3:16])[C:2]1[CH:7]=[CH:6][CH:5]=[CH:4][CH:3]=1. The yield is 0.850. (6) The reactants are C[O:2][C:3](=[O:18])[C@@H:4]([O:15][CH2:16][CH3:17])[CH2:5][C:6]1[CH:7]=[C:8]2[C:12](=[CH:13][CH:14]=1)[NH:11][CH:10]=[CH:9]2.Cl[CH2:20][C:21]1[N:22]=[C:23]([C:27]2[CH:32]=[CH:31][CH:30]=[CH:29][C:28]=2[Cl:33])[O:24][C:25]=1[CH3:26]. No catalyst specified. The product is [Cl:33][C:28]1[CH:29]=[CH:30][CH:31]=[CH:32][C:27]=1[C:23]1[O:24][C:25]([CH3:26])=[C:21]([CH2:20][N:11]2[C:12]3[C:8](=[CH:7][C:6]([CH2:5][C@H:4]([O:15][CH2:16][CH3:17])[C:3]([OH:2])=[O:18])=[CH:14][CH:13]=3)[CH:9]=[CH:10]2)[N:22]=1. The yield is 0.560. (7) The reactants are [C:1]([C:5]1[C:6](O)=[C:7]([CH:11]=[CH:12][CH:13]=1)[C:8]([OH:10])=[O:9])([CH3:4])([CH3:3])[CH3:2].[CH2:15](Br)[C:16]1[CH:21]=[CH:20][CH:19]=[CH:18][CH:17]=1.[OH-].[K+].CC[OH:27]. The catalyst is O. The product is [CH2:15]([O:27][C:13]1[CH:12]=[CH:11][C:7]([C:8]([OH:10])=[O:9])=[CH:6][C:5]=1[C:1]([CH3:4])([CH3:3])[CH3:2])[C:16]1[CH:21]=[CH:20][CH:19]=[CH:18][CH:17]=1. The yield is 0.810.